From a dataset of hERG Central: cardiac toxicity at 1µM, 10µM, and general inhibition. Predict hERG channel inhibition at various concentrations. The compound is Cc1ccc(S(=O)(=O)c2c(N)n(CCCN(C)C)c3nc4ccccc4nc23)cc1. Results: hERG_inhib (hERG inhibition (general)): blocker.